This data is from Forward reaction prediction with 1.9M reactions from USPTO patents (1976-2016). The task is: Predict the product of the given reaction. Given the reactants [N:1]1([C:6]2[CH:22]=[CH:21][C:9]([CH2:10][N:11]3[C:19]4[C:14](=[N:15][CH:16]=[CH:17][CH:18]=4)[C:13](I)=[CH:12]3)=[CH:8][CH:7]=2)[CH:5]=[CH:4][CH:3]=[N:2]1.F[C:24]1(F)[CH2:29][CH2:28][C@@H:27]([NH:30][C:31](C2C3=NC=CC=C3N(CC3C=CC(F)=CC=3)C=2)=[O:32])[C@H:26](O)[CH2:25]1.FC1C=CC(CN2C3C(=NC=CC=3)C(I)=C2)=CC=1.C1(N)CCCCC1.C(=O)([O-])[O-].[Na+].[Na+], predict the reaction product. The product is: [N:1]1([C:6]2[CH:22]=[CH:21][C:9]([CH2:10][N:11]3[C:19]4[C:14](=[N:15][CH:16]=[CH:17][CH:18]=4)[C:13]([C:31]([NH:30][CH:27]4[CH2:28][CH2:29][CH2:24][CH2:25][CH2:26]4)=[O:32])=[CH:12]3)=[CH:8][CH:7]=2)[CH:5]=[CH:4][CH:3]=[N:2]1.